Predict which catalyst facilitates the given reaction. From a dataset of Catalyst prediction with 721,799 reactions and 888 catalyst types from USPTO. (1) Reactant: Cl[C:2]1[C:3]2[O:10][CH:9]=[CH:8][C:4]=2[N:5]=[CH:6][N:7]=1.[CH3:11][O-:12].[Na+].O. Product: [CH3:11][O:12][C:2]1[C:3]2[O:10][CH:9]=[CH:8][C:4]=2[N:5]=[CH:6][N:7]=1. The catalyst class is: 5. (2) Reactant: [N+:1]([C:4]1[CH:9]=[CH:8][C:7]([C:10]2[S:11][C:12]3[CH:18]=[C:17]([CH3:19])[CH:16]=[C:15]([O:20][S:21]([OH:24])(=[O:23])=[O:22])[C:13]=3[N:14]=2)=[CH:6][CH:5]=1)([O-])=O.O.O.Cl[Sn]Cl. Product: [NH2:1][C:4]1[CH:9]=[CH:8][C:7]([C:10]2[S:11][C:12]3[CH:18]=[C:17]([CH3:19])[CH:16]=[C:15]([O:20][S:21]([OH:24])(=[O:23])=[O:22])[C:13]=3[N:14]=2)=[CH:6][CH:5]=1. The catalyst class is: 8. (3) Product: [ClH:31].[C:1]1([C:7]2[C:17]3[O:16][CH2:15][CH2:14][NH:13][CH2:12][C:11]=3[CH:10]=[CH:9][CH:8]=2)[CH2:6][CH2:5][CH2:4][CH2:3][CH:2]=1. Reactant: [C:1]1([C:7]2[C:17]3[O:16][CH2:15][CH2:14][N:13](C(OC(C)(C)C)=O)[CH2:12][C:11]=3[CH:10]=[CH:9][CH:8]=2)[CH2:6][CH2:5][CH2:4][CH2:3][CH:2]=1.C(OCC)(=O)C.[ClH:31]. The catalyst class is: 13.